From a dataset of Reaction yield outcomes from USPTO patents with 853,638 reactions. Predict the reaction yield, written as a fraction of the theoretical maximum amount of product (1.0 means a 100% yield; for example, 0.34 means a 34% yield). (1) The reactants are [Cl:1][C:2]1[C:3]([F:36])=[C:4]([C@@H:8]2[C@:12]([C:15]3[CH:20]=[CH:19][C:18]([Cl:21])=[CH:17][C:16]=3[F:22])([C:13]#[N:14])[C@H:11]([CH2:23][C:24]([CH3:27])([CH3:26])[CH3:25])[CH2:10][N:9]2[C:28]([NH:30][CH2:31][CH2:32][C:33]([OH:35])=O)=[O:29])[CH:5]=[CH:6][CH:7]=1.[CH3:37][NH2:38]. No catalyst specified. The product is [CH3:37][NH:38][C:33]([CH2:32][CH2:31][NH:30][C:28]([N:9]1[CH2:10][CH:11]([CH2:23][C:24]([CH3:25])([CH3:27])[CH3:26])[C:12]([C:15]2[CH:20]=[CH:19][C:18]([Cl:21])=[CH:17][C:16]=2[F:22])([C:13]#[N:14])[CH:8]1[C:4]1[CH:5]=[CH:6][CH:7]=[C:2]([Cl:1])[C:3]=1[F:36])=[O:29])=[O:35]. The yield is 0.700. (2) The reactants are [CH3:1][O:2][C:3]1[CH:15]=[CH:14][C:6]([CH2:7][C:8]2OC(=O)[S:10][N:9]=2)=[CH:5][CH:4]=1.[C:16]1([CH3:27])[CH:21]=[CH:20][C:19]([S:22]([C:25]#[N:26])(=[O:24])=[O:23])=[CH:18][CH:17]=1. The catalyst is C1(C)C=C(C)C=C(C)C=1. The product is [CH3:1][O:2][C:3]1[CH:15]=[CH:14][C:6]([CH2:7][C:8]2[N:26]=[C:25]([S:22]([C:19]3[CH:18]=[CH:17][C:16]([CH3:27])=[CH:21][CH:20]=3)(=[O:23])=[O:24])[S:10][N:9]=2)=[CH:5][CH:4]=1. The yield is 0.860.